This data is from Full USPTO retrosynthesis dataset with 1.9M reactions from patents (1976-2016). The task is: Predict the reactants needed to synthesize the given product. (1) Given the product [C:1]1([C:26]2[CH:27]=[CH:28][CH:29]=[CH:30][CH:31]=2)[CH:2]=[CH:3][C:4]([C:7]([N:9]2[CH2:17][C@H:16]([O:18][Si:19]([C:22]([CH3:23])([CH3:25])[CH3:24])([CH3:21])[CH3:20])[CH2:15][C@H:10]2[CH2:11][OH:12])=[O:8])=[CH:5][CH:6]=1, predict the reactants needed to synthesize it. The reactants are: [C:1]1([C:26]2[CH:31]=[CH:30][CH:29]=[CH:28][CH:27]=2)[CH:6]=[CH:5][C:4]([C:7]([N:9]2[CH2:17][C@H:16]([O:18][Si:19]([C:22]([CH3:25])([CH3:24])[CH3:23])([CH3:21])[CH3:20])[CH2:15][C@H:10]2[C:11](OC)=[O:12])=[O:8])=[CH:3][CH:2]=1.[BH4-].[Li+]. (2) Given the product [NH:74]([C:94]([O:96][C:97]([CH3:100])([CH3:99])[CH3:98])=[O:95])[C@H:75]([C:91]([NH:1][C@H:2]([C:15]([NH:17][C@H:18]([C:31]([NH:33][C@H:34]([C:50]([O:52][CH3:53])=[O:51])[CH2:35][CH2:36][CH2:37][CH2:38][NH:39][C:40]([O:42][CH2:43][C:44]1[CH:49]=[CH:48][CH:47]=[CH:46][CH:45]=1)=[O:41])=[O:32])[CH2:19][CH2:20][CH2:21][CH2:22][NH:23][C:24]([O:26][C:27]([CH3:29])([CH3:28])[CH3:30])=[O:25])=[O:16])[CH2:3][CH2:4][CH2:5][CH2:6][NH:7][C:8]([O:10][C:11]([CH3:12])([CH3:14])[CH3:13])=[O:9])=[O:92])[CH2:76][CH2:77][CH2:78][CH2:79][NH:80][C:81]([O:83][CH2:84][C:85]1[CH:86]=[CH:87][CH:88]=[CH:89][CH:90]=1)=[O:82], predict the reactants needed to synthesize it. The reactants are: [NH:1](C(OCC1C2C(=CC=CC=2)C2C1=CC=CC=2)=O)[C@H:2]([C:15]([NH:17][C@H:18]([C:31]([NH:33][C@H:34]([C:50]([O:52][CH3:53])=[O:51])[CH2:35][CH2:36][CH2:37][CH2:38][NH:39][C:40]([O:42][CH2:43][C:44]1[CH:49]=[CH:48][CH:47]=[CH:46][CH:45]=1)=[O:41])=[O:32])[CH2:19][CH2:20][CH2:21][CH2:22][NH:23][C:24]([O:26][C:27]([CH3:30])([CH3:29])[CH3:28])=[O:25])=[O:16])[CH2:3][CH2:4][CH2:5][CH2:6][NH:7][C:8]([O:10][C:11]([CH3:14])([CH3:13])[CH3:12])=[O:9].CNC.[NH:74]([C:94]([O:96][C:97]([CH3:100])([CH3:99])[CH3:98])=[O:95])[C@H:75]([C:91](O)=[O:92])[CH2:76][CH2:77][CH2:78][CH2:79][NH:80][C:81]([O:83][CH2:84][C:85]1[CH:90]=[CH:89][CH:88]=[CH:87][CH:86]=1)=[O:82].C1C=CC2N(O)N=NC=2C=1.CCN=C=NCCCN(C)C.Cl.